This data is from Peptide-MHC class II binding affinity with 134,281 pairs from IEDB. The task is: Regression. Given a peptide amino acid sequence and an MHC pseudo amino acid sequence, predict their binding affinity value. This is MHC class II binding data. (1) The peptide sequence is EKKYFAFTQFEPLAA. The MHC is HLA-DQA10101-DQB10501 with pseudo-sequence HLA-DQA10101-DQB10501. The binding affinity (normalized) is 0.569. (2) The peptide sequence is ASTVHATATIPLQAS. The MHC is DRB1_0101 with pseudo-sequence DRB1_0101. The binding affinity (normalized) is 0.992.